From a dataset of Full USPTO retrosynthesis dataset with 1.9M reactions from patents (1976-2016). Predict the reactants needed to synthesize the given product. Given the product [F:1][C:2]1[C:10]([N+:11]([O-:13])=[O:12])=[CH:9][C:5]([C:6]([Cl:16])=[O:7])=[CH:4][CH:3]=1, predict the reactants needed to synthesize it. The reactants are: [F:1][C:2]1[C:10]([N+:11]([O-:13])=[O:12])=[CH:9][C:5]([C:6](O)=[O:7])=[CH:4][CH:3]=1.S(Cl)([Cl:16])=O.